The task is: Predict the product of the given reaction.. This data is from Forward reaction prediction with 1.9M reactions from USPTO patents (1976-2016). (1) Given the reactants [Li+].[OH-].C[O:4][C:5](=[O:31])[C:6]1[CH:11]=[C:10]([NH:12][C:13](=[O:28])[C@:14]([OH:27])([CH3:26])[CH2:15][O:16][C:17]2[CH:22]=[CH:21][C:20]([C:23]#[N:24])=[C:19]([F:25])[CH:18]=2)[CH:9]=[CH:8][C:7]=1[C:29]#[N:30], predict the reaction product. The product is: [C:29]([C:7]1[CH:8]=[CH:9][C:10]([NH:12][C:13](=[O:28])[C@:14]([OH:27])([CH3:26])[CH2:15][O:16][C:17]2[CH:22]=[CH:21][C:20]([C:23]#[N:24])=[C:19]([F:25])[CH:18]=2)=[CH:11][C:6]=1[C:5]([OH:31])=[O:4])#[N:30]. (2) Given the reactants [C:1]([O:5][C:6]([N:8]1[CH2:11][CH:10]([O:12][C:13]2[CH:18]=[C:17]([Cl:19])[CH:16]=[CH:15][C:14]=2[O:20][CH2:21][C:22]([OH:24])=O)[CH2:9]1)=[O:7])([CH3:4])([CH3:3])[CH3:2].CN(C=O)C.O[NH:31][C:32](=[NH:34])[CH3:33].C(N(CC)C(C)C)(C)C, predict the reaction product. The product is: [C:1]([O:5][C:6]([N:8]1[CH2:11][CH:10]([O:12][C:13]2[CH:18]=[C:17]([Cl:19])[CH:16]=[CH:15][C:14]=2[O:20][CH2:21][C:22]2[O:24][N:34]=[C:32]([CH3:33])[N:31]=2)[CH2:9]1)=[O:7])([CH3:2])([CH3:4])[CH3:3].